Dataset: Reaction yield outcomes from USPTO patents with 853,638 reactions. Task: Predict the reaction yield, written as a fraction of the theoretical maximum amount of product (1.0 means a 100% yield; for example, 0.34 means a 34% yield). (1) The reactants are [CH:1]1[C:10]2[C:5](=[CH:6][C:7]([C:11]([O:13][CH3:14])=[O:12])=[CH:8][CH:9]=2)[CH:4]=[CH:3][C:2]=1[C:15]([O:17][CH3:18])=[O:16].C(O)[CH2:20][CH2:21][CH2:22][CH2:23][CH2:24][CH2:25][CH2:26][CH2:27][CH2:28][CH2:29][CH2:30][CH2:31][CH2:32][CH2:33][CH2:34][CH2:35][CH3:36].CO. The catalyst is C(O)(C)C. The product is [CH:6]1[C:5]2[C:10](=[CH:1][C:2]([C:15]([O:17][CH2:18][CH2:36][CH2:35][CH2:34][CH2:33][CH2:32][CH2:31][CH2:30][CH2:29][CH2:28][CH2:27][CH2:26][CH2:25][CH2:24][CH2:23][CH2:22][CH2:21][CH3:20])=[O:16])=[CH:3][CH:4]=2)[CH:9]=[CH:8][C:7]=1[C:11]([O:13][CH2:14][CH2:36][CH2:35][CH2:34][CH2:33][CH2:32][CH2:31][CH2:30][CH2:29][CH2:28][CH2:27][CH2:26][CH2:25][CH2:24][CH2:23][CH2:22][CH2:21][CH3:20])=[O:12]. The yield is 0.860. (2) The reactants are C([N:8]1[CH:13]2[CH2:14][CH2:15][CH:9]1[CH2:10][C:11](=[O:16])[CH2:12]2)C1C=CC=CC=1.[C:28]([O:27][C:25](O[C:25]([O:27][C:28]([CH3:31])([CH3:30])[CH3:29])=[O:26])=[O:26])([CH3:31])([CH3:30])[CH3:29].[H][H]. The catalyst is C(OCC)(=O)C.[OH-].[OH-].[Pd+2]. The product is [C:28]([O:27][C:25]([N:8]1[CH:13]2[CH2:14][CH2:15][CH:9]1[CH2:10][C:11](=[O:16])[CH2:12]2)=[O:26])([CH3:29])([CH3:30])[CH3:31]. The yield is 0.850. (3) The reactants are N[C:2]1[CH:3]=[C:4]2[C:8](=[CH:9][CH:10]=1)[NH:7][N:6]=[CH:5]2.Cl.N([O-])=O.[Na+].C(=O)([O-])[O-].[Na+].[Na+].[Cu][C:23]#[N:24].[C-]#N.[Na+]. The catalyst is O.C(OCC)(=O)C. The product is [NH:7]1[C:8]2[C:4](=[CH:3][C:2]([C:23]#[N:24])=[CH:10][CH:9]=2)[CH:5]=[N:6]1. The yield is 0.910.